Dataset: Full USPTO retrosynthesis dataset with 1.9M reactions from patents (1976-2016). Task: Predict the reactants needed to synthesize the given product. (1) Given the product [CH2:6]([O:5][CH2:4][C:3]1[N:13]([CH:14]([CH3:16])[CH3:15])[C:29](=[O:30])[N:25]([C:22]2[CH:21]=[CH:20][C:19]([C:18]([F:27])([F:28])[F:17])=[CH:24][CH:23]=2)[N:26]=1)[C:7]1[CH:12]=[CH:11][CH:10]=[CH:9][CH:8]=1, predict the reactants needed to synthesize it. The reactants are: CS[C:3](=[N:13][CH:14]([CH3:16])[CH3:15])[CH2:4][O:5][CH2:6][C:7]1[CH:12]=[CH:11][CH:10]=[CH:9][CH:8]=1.[F:17][C:18]([F:28])([F:27])[C:19]1[CH:24]=[CH:23][C:22]([NH:25][NH2:26])=[CH:21][CH:20]=1.[C:29](C1NC=CN=1)(C1NC=CN=1)=[O:30]. (2) Given the product [C:17]([S:20][C:2]1[CH:9]=[CH:8][CH:7]=[CH:6][C:3]=1[CH:4]=[O:5])([CH3:19])([CH3:18])[CH3:16], predict the reactants needed to synthesize it. The reactants are: F[C:2]1[CH:9]=[CH:8][CH:7]=[CH:6][C:3]=1[CH:4]=[O:5].C(=O)([O-])[O-].[K+].[K+].[CH3:16][C:17]([SH:20])([CH3:19])[CH3:18]. (3) Given the product [CH:1]1([NH:6][C:7]2[N:12]=[C:11]([C:13]3[C:14]([C:28]4[CH:29]=[CH:30][C:31]([O:34][CH3:35])=[CH:32][CH:33]=4)=[N:15][N:16]4[C:21]([NH:22][CH2:23][CH2:24][CH2:25][CH2:26][NH:27][C:36](=[O:42])[CH2:37][CH2:38][C:39]([OH:41])=[O:40])=[CH:20][CH:19]=[CH:18][C:17]=34)[CH:10]=[CH:9][N:8]=2)[CH2:2][CH2:3][CH2:4][CH2:5]1, predict the reactants needed to synthesize it. The reactants are: [CH:1]1([NH:6][C:7]2[N:12]=[C:11]([C:13]3[C:14]([C:28]4[CH:33]=[CH:32][C:31]([O:34][CH3:35])=[CH:30][CH:29]=4)=[N:15][N:16]4[C:21]([NH:22][CH2:23][CH2:24][CH2:25][CH2:26][NH2:27])=[CH:20][CH:19]=[CH:18][C:17]=34)[CH:10]=[CH:9][N:8]=2)[CH2:5][CH2:4][CH2:3][CH2:2]1.[C:36]1(=[O:42])[O:41][C:39](=[O:40])[CH2:38][CH2:37]1.CCOCC. (4) Given the product [C:30]([C:27]1[CH:28]=[CH:29][C:24]([NH:23][C:22]([C:19]2[CH:20]=[CH:21][C:15]3[N:14]=[C:13]([C:9]4[C:8]([CH3:35])=[CH:7][C:6]([CH2:5][CH2:4][C:3]([OH:36])=[O:2])=[CH:11][C:10]=4[CH3:12])[NH:17][C:16]=3[CH:18]=2)=[O:34])=[CH:25][CH:26]=1)([CH3:33])([CH3:32])[CH3:31], predict the reactants needed to synthesize it. The reactants are: C[O:2][C:3](=[O:36])[CH2:4][CH2:5][C:6]1[CH:11]=[C:10]([CH3:12])[C:9]([C:13]2[NH:17][C:16]3[CH:18]=[C:19]([C:22](=[O:34])[NH:23][C:24]4[CH:29]=[CH:28][C:27]([C:30]([CH3:33])([CH3:32])[CH3:31])=[CH:26][CH:25]=4)[CH:20]=[CH:21][C:15]=3[N:14]=2)=[C:8]([CH3:35])[CH:7]=1.[OH-].[Na+].Cl.